This data is from NCI-60 drug combinations with 297,098 pairs across 59 cell lines. The task is: Regression. Given two drug SMILES strings and cell line genomic features, predict the synergy score measuring deviation from expected non-interaction effect. (1) Drug 1: C1=CC(=C2C(=C1NCCNCCO)C(=O)C3=C(C=CC(=C3C2=O)O)O)NCCNCCO. Drug 2: CC12CCC3C(C1CCC2O)C(CC4=C3C=CC(=C4)O)CCCCCCCCCS(=O)CCCC(C(F)(F)F)(F)F. Cell line: SNB-75. Synergy scores: CSS=54.1, Synergy_ZIP=-2.31, Synergy_Bliss=-1.22, Synergy_Loewe=-28.3, Synergy_HSA=0.567. (2) Drug 1: C1CCC(C(C1)N)N.C(=O)(C(=O)[O-])[O-].[Pt+4]. Drug 2: C(CN)CNCCSP(=O)(O)O. Cell line: RPMI-8226. Synergy scores: CSS=50.3, Synergy_ZIP=-1.24, Synergy_Bliss=-1.18, Synergy_Loewe=-33.9, Synergy_HSA=-0.101. (3) Drug 1: C1CN(CCN1C(=O)CCBr)C(=O)CCBr. Drug 2: CC1C(C(CC(O1)OC2CC(CC3=C2C(=C4C(=C3O)C(=O)C5=CC=CC=C5C4=O)O)(C(=O)C)O)N)O. Cell line: DU-145. Synergy scores: CSS=45.3, Synergy_ZIP=-7.04, Synergy_Bliss=-5.95, Synergy_Loewe=-5.00, Synergy_HSA=-3.44. (4) Drug 1: C1CCN(CC1)CCOC2=CC=C(C=C2)C(=O)C3=C(SC4=C3C=CC(=C4)O)C5=CC=C(C=C5)O. Drug 2: CN1C(=O)N2C=NC(=C2N=N1)C(=O)N. Cell line: A549. Synergy scores: CSS=-7.58, Synergy_ZIP=5.91, Synergy_Bliss=0.938, Synergy_Loewe=-4.94, Synergy_HSA=-7.54. (5) Drug 1: CC=C1C(=O)NC(C(=O)OC2CC(=O)NC(C(=O)NC(CSSCCC=C2)C(=O)N1)C(C)C)C(C)C. Drug 2: CC12CCC3C(C1CCC2O)C(CC4=C3C=CC(=C4)O)CCCCCCCCCS(=O)CCCC(C(F)(F)F)(F)F. Cell line: MOLT-4. Synergy scores: CSS=75.4, Synergy_ZIP=15.0, Synergy_Bliss=15.5, Synergy_Loewe=-40.3, Synergy_HSA=12.0.